From a dataset of Reaction yield outcomes from USPTO patents with 853,638 reactions. Predict the reaction yield, written as a fraction of the theoretical maximum amount of product (1.0 means a 100% yield; for example, 0.34 means a 34% yield). (1) The catalyst is C(Cl)Cl.O1CCOCC1. The reactants are [NH:1]1[C:9]2[C:4](=[CH:5][CH:6]=[CH:7][CH:8]=2)[C:3](/[CH:10]=[C:11]2\[O:12][C:13]3[C:20]([CH2:21][N:22]4[CH2:27][CH2:26][N:25](C(OC(C)(C)C)=O)[CH2:24][CH2:23]4)=[C:19]([OH:35])[C:18]([C:36]4[CH:41]=[CH:40][CH:39]=[CH:38][CH:37]=4)=[CH:17][C:14]=3[C:15]\2=[O:16])=[CH:2]1.[ClH:42]. The yield is 0.780. The product is [ClH:42].[ClH:42].[NH:1]1[C:9]2[C:4](=[CH:5][CH:6]=[CH:7][CH:8]=2)[C:3](/[CH:10]=[C:11]2\[O:12][C:13]3[C:20]([CH2:21][N:22]4[CH2:27][CH2:26][NH:25][CH2:24][CH2:23]4)=[C:19]([OH:35])[C:18]([C:36]4[CH:41]=[CH:40][CH:39]=[CH:38][CH:37]=4)=[CH:17][C:14]=3[C:15]\2=[O:16])=[CH:2]1. (2) The reactants are F[C:2]1[CH:7]=[CH:6][CH:5]=[CH:4][C:3]=1[N+:8]([O-])=O.[CH3:11][CH:12]1[CH2:17][CH2:16][NH:15][CH2:14][CH2:13]1.C1CN([P+](Br)(N2CCCC2)N2CCCC2)CC1.F[P-](F)(F)(F)(F)F.[K+].[C:43]([C:45]1[N:46]=[C:47]([C:58]([O-])=[O:59])[N:48]([CH2:50][O:51][CH2:52][CH2:53][Si:54]([CH3:57])([CH3:56])[CH3:55])[CH:49]=1)#[N:44].CCN(C(C)C)C(C)C. The catalyst is CN(C=O)C.CCOC(C)=O.C1COCC1. The product is [CH3:11][CH:12]1[CH2:17][CH2:16][N:15]([C:2]2[CH:7]=[CH:6][CH:5]=[CH:4][C:3]=2[NH:8][C:58]([C:47]2[N:48]([CH2:50][O:51][CH2:52][CH2:53][Si:54]([CH3:57])([CH3:56])[CH3:55])[CH:49]=[C:45]([C:43]#[N:44])[N:46]=2)=[O:59])[CH2:14][CH2:13]1. The yield is 0.300.